This data is from Forward reaction prediction with 1.9M reactions from USPTO patents (1976-2016). The task is: Predict the product of the given reaction. Given the reactants [CH3:1][O:2][CH2:3][CH2:4][NH:5][CH3:6].Br[C:8]1[N:9]([C:25]2[CH:30]=[CH:29][CH:28]=[CH:27][C:26]=2[Br:31])[C:10]([C:13]2[CH:14]=[CH:15][C:16]([C:19]3[CH:24]=[CH:23][CH:22]=[CH:21][CH:20]=3)=[N:17][CH:18]=2)=[N:11][N:12]=1, predict the reaction product. The product is: [Br:31][C:26]1[CH:27]=[CH:28][CH:29]=[CH:30][C:25]=1[N:9]1[C:10]([C:13]2[CH:18]=[N:17][C:16]([C:19]3[CH:24]=[CH:23][CH:22]=[CH:21][CH:20]=3)=[CH:15][CH:14]=2)=[N:11][N:12]=[C:8]1[N:5]([CH2:4][CH2:3][O:2][CH3:1])[CH3:6].